Dataset: Peptide-MHC class II binding affinity with 134,281 pairs from IEDB. Task: Regression. Given a peptide amino acid sequence and an MHC pseudo amino acid sequence, predict their binding affinity value. This is MHC class II binding data. (1) The peptide sequence is FVRSSNLKFQDAYNA. The MHC is HLA-DQA10101-DQB10501 with pseudo-sequence HLA-DQA10101-DQB10501. The binding affinity (normalized) is 0.164. (2) The peptide sequence is TIAAMMTSPLSVASM. The MHC is DRB1_0701 with pseudo-sequence DRB1_0701. The binding affinity (normalized) is 0.562. (3) The peptide sequence is RNITGTSSTPEAVSL. The MHC is HLA-DQA10401-DQB10402 with pseudo-sequence HLA-DQA10401-DQB10402. The binding affinity (normalized) is 0.460. (4) The peptide sequence is DITVKNCVLKKSTNG. The MHC is DRB1_0901 with pseudo-sequence DRB1_0901. The binding affinity (normalized) is 0.210. (5) The peptide sequence is VFGNCEGVKIIGISI. The MHC is DRB1_0802 with pseudo-sequence DRB1_0802. The binding affinity (normalized) is 0.647. (6) The peptide sequence is WDKFLANVSTVLTGK. The MHC is DRB1_0404 with pseudo-sequence DRB1_0404. The binding affinity (normalized) is 0.609. (7) The peptide sequence is AVRVSPGQLDAQAYGVK. The MHC is DRB1_0101 with pseudo-sequence DRB1_0101. The binding affinity (normalized) is 0.